This data is from Peptide-MHC class II binding affinity with 134,281 pairs from IEDB. The task is: Regression. Given a peptide amino acid sequence and an MHC pseudo amino acid sequence, predict their binding affinity value. This is MHC class II binding data. (1) The peptide sequence is QGFIFFFLFNILTGK. The MHC is DRB1_1101 with pseudo-sequence DRB1_1101. The binding affinity (normalized) is 0.438. (2) The peptide sequence is DGQGKAVWGKNSCAK. The MHC is DRB1_0401 with pseudo-sequence DRB1_0401. The binding affinity (normalized) is 0.206. (3) The peptide sequence is DKRLAAYLMLMRSPS. The MHC is DRB3_0101 with pseudo-sequence DRB3_0101. The binding affinity (normalized) is 0.149. (4) The peptide sequence is LLLSTRDLA. The MHC is DRB1_0401 with pseudo-sequence DRB1_0401. The binding affinity (normalized) is 0.510. (5) The peptide sequence is LQSLTNLLSSNLSWL. The MHC is DRB1_0901 with pseudo-sequence QEFFIASGAAVDAIMKDFYHGYVFRRETVHVGFT. The binding affinity (normalized) is 0.383. (6) The peptide sequence is PENAKEKPQEGTVVA. The MHC is DRB5_0101 with pseudo-sequence DRB5_0101. The binding affinity (normalized) is 0. (7) The peptide sequence is SQWLELSWNLNGLQAY. The MHC is DRB1_1302 with pseudo-sequence DRB1_1302. The binding affinity (normalized) is 0.588.